Dataset: HIV replication inhibition screening data with 41,000+ compounds from the AIDS Antiviral Screen. Task: Binary Classification. Given a drug SMILES string, predict its activity (active/inactive) in a high-throughput screening assay against a specified biological target. (1) The drug is CCC1NC(C(=O)OC)Cc2c1[nH]c1ccccc21. The result is 0 (inactive). (2) The compound is Cc1cnc(C2CCC3C4CC=C5CC(OC(=O)CCC(=O)O)CCC5(C)C4CCC23C)s1. The result is 0 (inactive). (3) The drug is CCOC(=O)C(C)(CCC(C)(C(=O)OCC)C(=O)OCC)C(=O)OCC. The result is 0 (inactive). (4) The drug is COc1cc(C=O)c(-c2c(C=O)ccc3c2OCO3)c(OC)c1OC. The result is 0 (inactive). (5) The compound is COc1ccc2c(c1)C(=O)C1NC(=O)NC(=O)C1(Br)N2. The result is 0 (inactive). (6) The result is 0 (inactive). The compound is C=Cc1c(C)c2cc3nc(c4c5nc(cc6[nH]c(cc1[nH]2)c(C)c6CC)C(C)=C5C(=O)C4C(=O)O)C(CCC(=O)O)C3C.